This data is from Full USPTO retrosynthesis dataset with 1.9M reactions from patents (1976-2016). The task is: Predict the reactants needed to synthesize the given product. (1) Given the product [Cl:1][C:2]1[CH:3]=[CH:4][C:5]([C:8]2[N:12]([C:13]3[CH:18]=[CH:17][C:16]([Cl:19])=[CH:15][C:14]=3[Cl:20])[N:11]=[C:10]([C:21]([Cl:27])=[O:23])[C:9]=2[CH3:24])=[CH:6][CH:7]=1, predict the reactants needed to synthesize it. The reactants are: [Cl:1][C:2]1[CH:7]=[CH:6][C:5]([C:8]2[N:12]([C:13]3[CH:18]=[CH:17][C:16]([Cl:19])=[CH:15][C:14]=3[Cl:20])[N:11]=[C:10]([C:21]([OH:23])=O)[C:9]=2[CH3:24])=[CH:4][CH:3]=1.S(Cl)([Cl:27])=O. (2) Given the product [F:10][C:11]1[CH:12]=[CH:13][C:14]([C:17]2[C:18](=[O:28])[C:19]([C:23]([O:25][CH2:26][CH3:27])=[O:24])=[CH:20][N:21]([CH2:3][C:4]3[CH:9]=[CH:8][N:7]=[CH:6][CH:5]=3)[CH:22]=2)=[CH:15][CH:16]=1, predict the reactants needed to synthesize it. The reactants are: Br.Br[CH2:3][C:4]1[CH:9]=[CH:8][N:7]=[CH:6][CH:5]=1.[F:10][C:11]1[CH:16]=[CH:15][C:14]([C:17]2[C:18](=[O:28])[C:19]([C:23]([O:25][CH2:26][CH3:27])=[O:24])=[CH:20][NH:21][CH:22]=2)=[CH:13][CH:12]=1.C(=O)([O-])[O-].[Cs+].[Cs+].C(OCC)(=O)C. (3) Given the product [ClH:39].[NH2:17][CH2:16][CH2:15][S:14][CH:13]([C:25]1[C:34]2[C:29](=[CH:30][CH:31]=[CH:32][CH:33]=2)[CH:28]=[CH:27][CH:26]=1)[C@@H:12]([C:35]([O:37][CH3:38])=[O:36])[NH:11][C:9]([O:8][CH2:1][C:2]1[CH:7]=[CH:6][CH:5]=[CH:4][CH:3]=1)=[O:10], predict the reactants needed to synthesize it. The reactants are: [CH2:1]([O:8][C:9]([NH:11][C@H:12]([C:35]([O:37][CH3:38])=[O:36])[CH:13]([C:25]1[C:34]2[C:29](=[CH:30][CH:31]=[CH:32][CH:33]=2)[CH:28]=[CH:27][CH:26]=1)[S:14][CH2:15][CH2:16][NH:17]C(OC(C)(C)C)=O)=[O:10])[C:2]1[CH:7]=[CH:6][CH:5]=[CH:4][CH:3]=1.[ClH:39]. (4) Given the product [CH3:1][O:2][C:3]([C:5]1[S:6][C:7]([C:11]2[CH:16]=[CH:15][CH:14]=[CH:13][CH:12]=2)=[CH:8][C:9]=1[NH:10][C:18]([CH3:20])([CH3:19])[CH3:17])=[O:4], predict the reactants needed to synthesize it. The reactants are: [CH3:1][O:2][C:3]([C:5]1[S:6][C:7]([C:11]2[CH:16]=[CH:15][CH:14]=[CH:13][CH:12]=2)=[CH:8][C:9]=1[NH2:10])=[O:4].[CH2:17]=[C:18]([CH3:20])[CH3:19]. (5) Given the product [NH:31]1[C:30]2[CH:32]=[CH:33][CH:34]=[CH:35][C:29]=2[N:28]=[C:27]1[C:4]1[C:3]([NH2:2])=[N:8][CH:7]=[C:6]([C:9]2[CH:10]=[N:11][N:12]([CH:14]3[CH2:15][CH2:16][NH:17][CH2:18][CH2:19]3)[CH:13]=2)[CH:5]=1, predict the reactants needed to synthesize it. The reactants are: Cl.[NH2:2][C:3]1[N:8]=[CH:7][C:6]([C:9]2[CH:10]=[N:11][N:12]([CH:14]3[CH2:19][CH2:18][N:17](C(OC(C)(C)C)=O)[CH2:16][CH2:15]3)[CH:13]=2)=[CH:5][C:4]=1[C:27]1[NH:31][C:30]2[CH:32]=[CH:33][CH:34]=[CH:35][C:29]=2[N:28]=1.